From a dataset of Forward reaction prediction with 1.9M reactions from USPTO patents (1976-2016). Predict the product of the given reaction. (1) Given the reactants [F:1][C:2]1[C:7]([F:8])=[CH:6][CH:5]=[CH:4][C:3]=1[NH:9][C:10](=[O:33])[CH2:11][N:12]1[CH:16]=[C:15]([NH:17][C:18]2[C:27]3[C:22](=[CH:23][C:24]([O:30][CH2:31][CH3:32])=[CH:25][C:26]=3[O:28]C)[N:21]=[CH:20][N:19]=2)[CH:14]=[N:13]1.Cl.N1C=CC=CC=1, predict the reaction product. The product is: [F:1][C:2]1[C:7]([F:8])=[CH:6][CH:5]=[CH:4][C:3]=1[NH:9][C:10](=[O:33])[CH2:11][N:12]1[CH:16]=[C:15]([NH:17][C:18]2[C:27]3[C:22](=[CH:23][C:24]([O:30][CH2:31][CH3:32])=[CH:25][C:26]=3[OH:28])[N:21]=[CH:20][N:19]=2)[CH:14]=[N:13]1. (2) Given the reactants C(OC(=O)[NH:7][CH:8]([C:10]1[CH:15]=[C:14]([Cl:16])[C:13]([CH3:17])=[C:12]([Br:18])[C:11]=1[O:19][CH3:20])[CH3:9])(C)(C)C.Cl.O1CCOCC1, predict the reaction product. The product is: [Br:18][C:12]1[C:11]([O:19][CH3:20])=[C:10]([CH:8]([NH2:7])[CH3:9])[CH:15]=[C:14]([Cl:16])[C:13]=1[CH3:17]. (3) The product is: [CH3:1][O:2][C:3]1[CH:4]=[C:5]2[C:10](=[CH:11][C:12]=1[O:13][CH3:14])[N:9]=[CH:8][N:7]=[C:6]2[N:15]1[CH2:20][CH2:19][CH:18]([CH2:21][NH:22][C:33]([NH:34][C:35]2[CH:40]=[CH:39][C:38]([CH:41]([CH3:43])[CH3:42])=[CH:37][CH:36]=2)=[O:32])[CH2:17][CH2:16]1. Given the reactants [CH3:1][O:2][C:3]1[CH:4]=[C:5]2[C:10](=[CH:11][C:12]=1[O:13][CH3:14])[N:9]=[CH:8][N:7]=[C:6]2[N:15]1[CH2:20][CH2:19][CH:18]([CH2:21][NH2:22])[CH2:17][CH2:16]1.[N+](C1C=CC([O:32][C:33](=O)[NH:34][C:35]2[CH:40]=[CH:39][C:38]([CH:41]([CH3:43])[CH3:42])=[CH:37][CH:36]=2)=CC=1)([O-])=O, predict the reaction product. (4) Given the reactants [Cl:1][C:2]1[CH:3]=[C:4]([C:8]2[C:17](C=O)=[CH:16][C:15]([O:20][CH3:21])=[C:14]3[C:9]=2[CH:10]=[N:11][C:12]([NH:22][CH3:23])=[N:13]3)[CH:5]=[CH:6][CH:7]=1.[C:24](O)(=O)[CH2:25][C:26]([OH:28])=[O:27].N1CCCCC1.Cl, predict the reaction product. The product is: [C:26](/[CH:25]=[CH:24]/[C:17]1[C:8]([C:4]2[CH:5]=[CH:6][CH:7]=[C:2]([Cl:1])[CH:3]=2)=[C:9]2[C:14](=[C:15]([O:20][CH3:21])[CH:16]=1)[N:13]=[C:12]([NH:22][CH3:23])[N:11]=[CH:10]2)([OH:28])=[O:27]. (5) The product is: [C:1]([O:5][C:6](=[O:7])[NH:8][CH2:9][C:10]1([CH2:16][C:17](=[O:19])[NH2:22])[CH2:15][CH2:14][CH2:13][CH2:12][CH2:11]1)([CH3:4])([CH3:3])[CH3:2]. Given the reactants [C:1]([O:5][C:6]([NH:8][CH2:9][C:10]1([CH2:16][C:17]([OH:19])=O)[CH2:15][CH2:14][CH2:13][CH2:12][CH2:11]1)=[O:7])([CH3:4])([CH3:3])[CH3:2].C([N:22](CC)CC)C.C(=O)C(C)C, predict the reaction product. (6) Given the reactants [CH3:1][O:2][C:3]1[CH:30]=[CH:29][CH:28]=[CH:27][C:4]=1[C:5]([NH:7][C:8]1[CH:20]=[C:19]([C:21]2[CH:26]=[CH:25][CH:24]=[CH:23][CH:22]=2)[CH:18]=[CH:17][C:9]=1[C:10]([O:12]C(C)(C)C)=[O:11])=[O:6], predict the reaction product. The product is: [CH3:1][O:2][C:3]1[CH:30]=[CH:29][CH:28]=[CH:27][C:4]=1[C:5]([NH:7][C:8]1[CH:20]=[C:19]([C:21]2[CH:22]=[CH:23][CH:24]=[CH:25][CH:26]=2)[CH:18]=[CH:17][C:9]=1[C:10]([OH:12])=[O:11])=[O:6].